From a dataset of Drug-target binding data from BindingDB using Ki measurements. Regression. Given a target protein amino acid sequence and a drug SMILES string, predict the binding affinity score between them. We predict pKi (pKi = -log10(Ki in M); higher means stronger inhibition). Dataset: bindingdb_ki. The compound is CC(C)(C)OC(=O)N[C@H](CCN[C@@H](Cc1ccccc1)C(=O)N[C@@H](CCC(=O)O)C(=O)N[C@@H](Cc1ccccc1)C(N)=O)Cc1ccccc1. The target protein sequence is PQITLWQRPLVTIKIGGQLKEALLDTGADDTVLEEMSLPGRWKPKMIGGIGGFIKVRQYDQILIEICGHKVIGTVLVGPTPTNVIGRNLLTQIGCTLNF. The pKi is 8.4.